Task: Regression/Classification. Given a drug SMILES string, predict its absorption, distribution, metabolism, or excretion properties. Task type varies by dataset: regression for continuous measurements (e.g., permeability, clearance, half-life) or binary classification for categorical outcomes (e.g., BBB penetration, CYP inhibition). Dataset: cyp2c19_veith.. Dataset: CYP2C19 inhibition data for predicting drug metabolism from PubChem BioAssay (1) The molecule is O=C(CC(=O)c1ccccc1)O[C@H]1CN2CCC1CC2. The result is 0 (non-inhibitor). (2) The result is 1 (inhibitor). The compound is Cc1nc(SCC(=O)c2ccc(Cl)s2)c2oc3ccccc3c2n1. (3) The compound is CC(C)(C)N1C(=O)[C@H]2CC[C@H]3/C(=N\OCc4ccccc4)C[C@@H](O)[C@@H](O)[C@@H]3[C@@H]2C1=O. The result is 0 (non-inhibitor). (4) The molecule is CC(Oc1ccc(Cl)cc1)C(=O)/C=C/N(C)C. The result is 1 (inhibitor).